Predict the reactants needed to synthesize the given product. From a dataset of Full USPTO retrosynthesis dataset with 1.9M reactions from patents (1976-2016). (1) Given the product [Cl:8][C:5]1[CH:6]=[CH:7][C:2]([B:21]2[O:25][C:24]([CH3:27])([CH3:26])[C:23]([CH3:29])([CH3:28])[O:22]2)=[CH:3][C:4]=1[CH:9]([F:11])[CH3:10], predict the reactants needed to synthesize it. The reactants are: Br[C:2]1[CH:7]=[CH:6][C:5]([Cl:8])=[C:4]([CH:9]([F:11])[CH3:10])[CH:3]=1.C([Li])CCC.C(O[B:21]1[O:25][C:24]([CH3:27])([CH3:26])[C:23]([CH3:29])([CH3:28])[O:22]1)(C)C.Cl. (2) Given the product [Br:1][C:2]1[C:3]([CH3:7])=[N:4][N:5]([C:15]2[CH:20]=[CH:19][C:18]([N+:21]([O-:23])=[O:22])=[CH:17][CH:16]=2)[CH:6]=1, predict the reactants needed to synthesize it. The reactants are: [Br:1][C:2]1[C:3]([CH3:7])=[N:4][NH:5][CH:6]=1.C(O[K])(C)(C)C.F[C:15]1[CH:20]=[CH:19][C:18]([N+:21]([O-:23])=[O:22])=[CH:17][CH:16]=1. (3) Given the product [C:27]([C:26]1[C:25]2[C:20](=[CH:21][C:22]([O:29][CH2:30][CH2:31][O:32][CH3:33])=[CH:23][CH:24]=2)[N:19]([CH:34]2[CH2:35][CH2:36][CH2:37]2)[C:18]=1[C:15]1[CH:16]=[CH:17][C:12]([NH:11][C:10]([N:43]2[CH2:44][CH2:45][CH:40]([CH3:39])[CH2:41][CH2:42]2)=[O:9])=[CH:13][CH:14]=1)#[N:28], predict the reactants needed to synthesize it. The reactants are: COC1C=CC([O:9][C:10](=O)[NH:11][C:12]2[CH:17]=[CH:16][C:15]([C:18]3[N:19]([CH:34]4[CH2:37][CH2:36][CH2:35]4)[C:20]4[C:25]([C:26]=3[C:27]#[N:28])=[CH:24][CH:23]=[C:22]([O:29][CH2:30][CH2:31][O:32][CH3:33])[CH:21]=4)=[CH:14][CH:13]=2)=CC=1.[CH3:39][CH:40]1[CH2:45][CH2:44][NH:43][CH2:42][CH2:41]1. (4) Given the product [Br:13][C:14]1[N:15]=[C:16]([C:30](=[O:32])[CH3:31])[C:17]([F:27])=[C:18]([Si:20]([CH2:25][CH3:26])([CH2:23][CH3:24])[CH2:21][CH3:22])[CH:19]=1, predict the reactants needed to synthesize it. The reactants are: C(NC(C)C)(C)C.C([Li])CCC.[Br:13][C:14]1[CH:19]=[C:18]([Si:20]([CH2:25][CH3:26])([CH2:23][CH3:24])[CH2:21][CH3:22])[C:17]([F:27])=[CH:16][N:15]=1.CN(C)[C:30](=[O:32])[CH3:31].Cl.[Cl-].[Na+]. (5) Given the product [CH2:12]([O:11][P:9]([O:19][C:20]1[CH:28]=[C:27]2[C:23]([C@H:24]([CH2:36][Cl:37])[CH2:25][N:26]2[C:29](=[O:30])[CH2:51][CH2:52][CH2:53][C:54]([O:56][CH3:57])=[O:55])=[C:22]2[C:38]([CH3:41])=[CH:39][S:40][C:21]=12)([O:8][CH2:1][C:2]1[CH:3]=[CH:4][CH:5]=[CH:6][CH:7]=1)=[O:10])[C:13]1[CH:18]=[CH:17][CH:16]=[CH:15][CH:14]=1, predict the reactants needed to synthesize it. The reactants are: [CH2:1]([O:8][P:9]([O:19][C:20]1[CH:28]=[C:27]2[C:23]([C@H:24]([CH2:36][Cl:37])[CH2:25][N:26]2[C:29](OC(C)(C)C)=[O:30])=[C:22]2[C:38]([CH3:41])=[CH:39][S:40][C:21]=12)([O:11][CH2:12][C:13]1[CH:18]=[CH:17][CH:16]=[CH:15][CH:14]=1)=[O:10])[C:2]1[CH:7]=[CH:6][CH:5]=[CH:4][CH:3]=1.C(O)(C(F)(F)F)=O.ClC(=O)[CH2:51][CH2:52][CH2:53][C:54]([O:56][CH3:57])=[O:55].CCN(CC)CC. (6) Given the product [OH:14][C:8]1[C:7]([OH:15])=[C:6]2[C:11]([C:12](=[O:13])[CH:3]=[CH:4][O:5]2)=[CH:10][CH:9]=1, predict the reactants needed to synthesize it. The reactants are: C([C:3]1[C:12](=[O:13])[C:11]2[C:6](=[C:7]([OH:15])[C:8]([OH:14])=[CH:9][CH:10]=2)[O:5][CH:4]=1)=O.C([O-])([O-])=O.[K+].[K+].Cl. (7) The reactants are: [O:1]=[C:2]1[CH2:6][C:5]2([CH2:11][CH2:10][CH:9]([NH:12]C(=O)OCC3C=CC=CC=3)[CH2:8][CH2:7]2)[CH2:4][NH:3]1. Given the product [NH2:12][CH:9]1[CH2:10][CH2:11][C:5]2([CH2:4][NH:3][C:2](=[O:1])[CH2:6]2)[CH2:7][CH2:8]1, predict the reactants needed to synthesize it. (8) The reactants are: COC(=O)CC[S:6]([C:9]1[CH:14]=[CH:13][C:12]([CH:15]([NH:19][C:20]([C:22]2[CH:23]=[N:24][N:25]([C:28]3[CH:33]=[CH:32][C:31]([Cl:34])=[CH:30][CH:29]=3)[C:26]=2[CH3:27])=[O:21])[CH2:16][CH2:17][CH3:18])=[CH:11][N:10]=1)(=[O:8])=[O:7].C[O-].[Na+].[Na].ClN1C(=[O:46])CCC1=O.[O:48]1[CH2:53][CH2:52][CH:51]([NH2:54])[CH2:50][CH2:49]1. Given the product [O:48]1[CH2:53][CH2:52][CH:51]([NH:54][S:6]([C:9]2[N:10]=[CH:11][C:12]([CH:15]([NH:19][C:20]([C:22]3[CH:23]=[N:24][N:25]([C:28]4[CH:29]=[CH:30][C:31]([Cl:34])=[CH:32][CH:33]=4)[C:26]=3[CH3:27])=[O:21])[CH2:16][CH2:17][CH3:18])=[CH:13][CH:14]=2)(=[O:7])=[O:8])[CH2:50][CH2:49]1.[Cl:34][C:31]1[CH:30]=[CH:29][C:28]([N:25]2[C:26]([CH3:27])=[C:22]([C:20]([NH:19][CH:15]([C:12]3[CH:13]=[CH:14][C:9]([S:6]([OH:7])(=[O:8])=[O:46])=[N:10][CH:11]=3)[CH2:16][CH2:17][CH3:18])=[O:21])[CH:23]=[N:24]2)=[CH:33][CH:32]=1, predict the reactants needed to synthesize it.